From a dataset of Reaction yield outcomes from USPTO patents with 853,638 reactions. Predict the reaction yield, written as a fraction of the theoretical maximum amount of product (1.0 means a 100% yield; for example, 0.34 means a 34% yield). The product is [C:32]([C@H:28]1[CH2:29][CH2:30][CH2:31][N:27]1[C:25](=[O:26])[CH2:24][CH2:23][N:19]([CH2:20][CH2:21][CH3:22])[CH2:18][CH2:17][C:16]([N:12]1[CH2:13][CH2:14][CH2:15][C@@H:11]1[C:9]([OH:10])=[O:8])=[O:42])([OH:34])=[O:33]. The catalyst is C(O)C.[Pd]. The yield is 1.00. The reactants are C([O:8][C:9]([C@H:11]1[CH2:15][CH2:14][CH2:13][N:12]1[C:16](=[O:42])[CH2:17][CH2:18][N:19]([CH2:23][CH2:24][C:25]([N:27]1[CH2:31][CH2:30][CH2:29][C@@H:28]1[C:32]([O:34]CC1C=CC=CC=1)=[O:33])=[O:26])[CH2:20][CH2:21][CH3:22])=[O:10])C1C=CC=CC=1.[H][H].